Task: Predict which catalyst facilitates the given reaction.. Dataset: Catalyst prediction with 721,799 reactions and 888 catalyst types from USPTO (1) The catalyst class is: 6. Product: [CH3:1][C:2]1[C:8]([OH:17])(/[CH:9]=[CH:10]/[C:11](/[CH3:16])=[CH:12]\[C:13]([OH:15])=[O:14])[C:7]([CH3:19])([CH3:18])[CH2:6][C:4](=[O:5])[CH:3]=1.[CH3:20][NH+:21]([CH3:23])[CH3:22]. Reactant: [CH3:1][C:2]1[C@:8]([OH:17])(/[CH:9]=[CH:10]/[C:11](/[CH3:16])=[CH:12]\[C:13]([OH:15])=[O:14])[C:7]([CH3:19])([CH3:18])[CH2:6][C:4](=[O:5])[CH:3]=1.[CH3:20][N:21]([CH3:23])[CH3:22].CC1C(O)(/C=C/C(/C)=C\C(O)=O)C(C)(C)CC(=O)C=1.C([O-])(=O)/C=C/C=C/C.[K+]. (2) Reactant: [CH2:1](I)[CH3:2].[NH2:4][C:5]1[CH:10]=[C:9]([Cl:11])[CH:8]=[CH:7][C:6]=1[SH:12].C(=O)([O-])[O-].[Cs+].[Cs+].C(OCC)(=O)C. Product: [Cl:11][C:9]1[CH:8]=[CH:7][C:6]([S:12][CH2:1][CH3:2])=[C:5]([NH2:4])[CH:10]=1. The catalyst class is: 639. (3) Reactant: NC1C=CC(CC2CCN(C3CCCCC3)C2=O)=C(Cl)C=1.C(OCCBr)(=O)C.C(=O)([O-])O.[Na+].C([O:37][CH2:38][CH2:39][NH:40][C:41]1[CH:46]=[CH:45][C:44]([CH2:47][CH:48]2[CH2:52][CH2:51][N:50]([CH:53]3[CH2:58][CH2:57][CH2:56][CH2:55][CH2:54]3)[C:49]2=[O:59])=[C:43]([Cl:60])[CH:42]=1)(=O)C.[OH-].[Na+]. Product: [Cl:60][C:43]1[CH:42]=[C:41]([NH:40][CH2:39][CH2:38][OH:37])[CH:46]=[CH:45][C:44]=1[CH2:47][CH:48]1[CH2:52][CH2:51][N:50]([CH:53]2[CH2:54][CH2:55][CH2:56][CH2:57][CH2:58]2)[C:49]1=[O:59]. The catalyst class is: 7. (4) Reactant: [H-].[Na+].[F:3][C:4]([F:30])([F:29])[C:5]1[CH:10]=[CH:9][C:8]([NH:11][C:12](=[O:28])[CH2:13][C@@H:14](OS(C2C=CC(C)=CC=2)(=O)=O)[CH2:15][CH3:16])=[CH:7][CH:6]=1.O. Product: [CH2:15]([C@H:14]1[N:11]([C:8]2[CH:9]=[CH:10][C:5]([C:4]([F:30])([F:29])[F:3])=[CH:6][CH:7]=2)[C:12](=[O:28])[CH2:13]1)[CH3:16]. The catalyst class is: 7. (5) Reactant: [H-].[Al+3].[Li+].[H-].[H-].[H-].[CH2:7]([C@@H:14]1[C@@H:18]([CH:19]=[CH2:20])[C@H:17]([CH3:21])[O:16][C:15]1=[O:22])[C:8]1[CH:13]=[CH:12][CH:11]=[CH:10][CH:9]=1.[NH4+].[Cl-]. Product: [CH2:7]([C@H:14]([C@@H:18]([CH:19]=[CH2:20])[C@@H:17]([OH:16])[CH3:21])[CH2:15][OH:22])[C:8]1[CH:13]=[CH:12][CH:11]=[CH:10][CH:9]=1. The catalyst class is: 1.